From a dataset of Catalyst prediction with 721,799 reactions and 888 catalyst types from USPTO. Predict which catalyst facilitates the given reaction. (1) Reactant: [CH3:1][CH:2]([CH3:36])[C@H:3]([NH:10][C:11]([C:13]1[C:22]2[C:17](=[CH:18][CH:19]=[CH:20][CH:21]=2)[N:16]=[C:15]([C:23]2[CH:28]=[CH:27][CH:26]=[CH:25][CH:24]=2)[C:14]=1[CH2:29][N:30]1[CH2:35][CH2:34][NH:33][CH2:32][CH2:31]1)=[O:12])[C:4]1[CH:9]=[CH:8][CH:7]=[CH:6][CH:5]=1.[C:37]([CH2:41][CH2:42][S:43](Cl)(=[O:45])=[O:44])([O:39][CH3:40])=[O:38].C(N(C(C)C)CC)(C)C. Product: [CH3:40][O:39][C:37](=[O:38])[CH2:41][CH2:42][S:43]([N:33]1[CH2:34][CH2:35][N:30]([CH2:29][C:14]2[C:15]([C:23]3[CH:24]=[CH:25][CH:26]=[CH:27][CH:28]=3)=[N:16][C:17]3[C:22]([C:13]=2[C:11](=[O:12])[NH:10][C@H:3]([C:4]2[CH:5]=[CH:6][CH:7]=[CH:8][CH:9]=2)[CH:2]([CH3:36])[CH3:1])=[CH:21][CH:20]=[CH:19][CH:18]=3)[CH2:31][CH2:32]1)(=[O:45])=[O:44]. The catalyst class is: 10. (2) Reactant: [C:1]([NH:4][C:5]1(N)[CH:14]=[CH:13][C:8]([S:9](Cl)(=[O:11])=[O:10])=[CH:7][CH2:6]1)(=[O:3])[CH3:2].C(=O)([O-])O.[Na+].[NH:21]([CH2:25][CH2:26][OH:27])[CH2:22][CH2:23][OH:24]. Product: [OH:24][CH2:23][CH2:22][N:21]([CH2:25][CH2:26][OH:27])[S:9]([C:8]1[CH:13]=[CH:14][C:5]([NH:4][C:1](=[O:3])[CH3:2])=[CH:6][CH:7]=1)(=[O:11])=[O:10]. The catalyst class is: 21. (3) Reactant: [Cl:1][C:2]1[CH:7]=[CH:6][C:5]([S:8]([N:11]2[C:20]3[C:15](=[CH:16][CH:17]=[CH:18][CH:19]=3)[CH2:14][CH2:13][CH2:12]2)(=[O:10])=[O:9])=[CH:4][C:3]=1[N:21]1[C:30](=[O:31])[C:29]2[C:28]([C:32]([OH:34])=[O:33])=[CH:27][CH:26]=[CH:25][C:24]=2[NH:23][C:22]1=[O:35].[OH-].[Na+:37].C1COCC1. Product: [Cl:1][C:2]1[CH:7]=[CH:6][C:5]([S:8]([N:11]2[C:20]3[C:15](=[CH:16][CH:17]=[CH:18][CH:19]=3)[CH2:14][CH2:13][CH2:12]2)(=[O:9])=[O:10])=[CH:4][C:3]=1[N:21]1[C:30](=[O:31])[C:29]2[C:28]([C:32]([O-:34])=[O:33])=[CH:27][CH:26]=[CH:25][C:24]=2[NH:23][C:22]1=[O:35].[Na+:37]. The catalyst class is: 5.